Dataset: Reaction yield outcomes from USPTO patents with 853,638 reactions. Task: Predict the reaction yield, written as a fraction of the theoretical maximum amount of product (1.0 means a 100% yield; for example, 0.34 means a 34% yield). (1) The product is [C:9]([NH:8][CH2:7][CH2:6][CH2:5][S:2]([O:15][CH2:14][C:13]([CH3:19])([CH3:12])[CH2:16][CH:17]=[CH2:18])(=[O:4])=[O:3])(=[O:11])[CH3:10]. The yield is 0.570. The catalyst is ClCCl.CN(C1C=CN=CC=1)C. The reactants are Cl[S:2]([CH2:5][CH2:6][CH2:7][NH:8][C:9](=[O:11])[CH3:10])(=[O:4])=[O:3].[CH3:12][C:13]([CH3:19])([CH2:16][CH:17]=[CH2:18])[CH2:14][OH:15].C(N(CC)CC)C. (2) The reactants are [NH3:1].Cl[C:3]1[C:8]([CH2:9][C:10]2[CH:15]=[C:14]([Cl:16])[C:13]([O:17][CH3:18])=[CH:12][C:11]=2[CH:19]([CH3:21])[CH3:20])=[CH:7][N:6]=[C:5]([S:22][CH3:23])[N:4]=1. The catalyst is CCO. The product is [Cl:16][C:14]1[C:13]([O:17][CH3:18])=[CH:12][C:11]([CH:19]([CH3:21])[CH3:20])=[C:10]([CH:15]=1)[CH2:9][C:8]1[C:3]([NH2:1])=[N:4][C:5]([S:22][CH3:23])=[N:6][CH:7]=1. The yield is 0.920. (3) The reactants are [Br:1][C:2]1[CH:7]=[CH:6][C:5](/[CH:8]=[CH:9]/[C:10]2[NH:11][CH:12]=[C:13]([C:15]3[CH:20]=[CH:19][C:18]([Cl:21])=[CH:17][C:16]=3[Cl:22])[N:14]=2)=[CH:4][CH:3]=1.[CH3:23][O:24][C:25]([C:27]1[CH:32]=[CH:31][C:30]([CH2:33]Br)=[CH:29][CH:28]=1)=[O:26]. No catalyst specified. The product is [CH3:23][O:24][C:25](=[O:26])[C:27]1[CH:32]=[CH:31][C:30]([CH2:33][N:11]2[CH:12]=[C:13]([C:15]3[CH:20]=[CH:19][C:18]([Cl:21])=[CH:17][C:16]=3[Cl:22])[N:14]=[C:10]2/[CH:9]=[CH:8]/[C:5]2[CH:6]=[CH:7][C:2]([Br:1])=[CH:3][CH:4]=2)=[CH:29][CH:28]=1. The yield is 0.750. (4) The reactants are [N+:1]([C:4]1[CH:9]=[CH:8][C:7]([N:10]2[CH2:14][CH2:13][CH2:12][CH2:11]2)=[CH:6][C:5]=1[C:15]([F:18])([F:17])[F:16])([O-])=O. The catalyst is CO.[Pd]. The product is [N:10]1([C:7]2[CH:8]=[CH:9][C:4]([NH2:1])=[C:5]([C:15]([F:16])([F:17])[F:18])[CH:6]=2)[CH2:14][CH2:13][CH2:12][CH2:11]1. The yield is 0.970. (5) The reactants are [CH2:1]([S:8][C:9]1[CH:14]=[C:13]([NH:15][CH:16]2[CH2:18][CH2:17]2)[N:12]2[N:19]=[CH:20][C:21]([CH:22]=[C:23]3[NH:27][C:26](=[O:28])[NH:25][C:24]3=[O:29])=[C:11]2[N:10]=1)[C:2]1[CH:7]=[CH:6][CH:5]=[CH:4][CH:3]=1. The catalyst is ClCCl.FC(F)(F)C(O)=O. The product is [CH2:1]([S:8][C:9]1[CH:14]=[C:13]([NH:15][CH:16]2[CH2:18][CH2:17]2)[N:12]2[N:19]=[CH:20][C:21](/[CH:22]=[C:23]3/[C:24](=[O:29])[NH:25][C:26](=[O:28])[NH:27]/3)=[C:11]2[N:10]=1)[C:2]1[CH:7]=[CH:6][CH:5]=[CH:4][CH:3]=1. The yield is 0.980. (6) The reactants are [F:1][C:2]([F:23])([F:22])[C:3]1[CH:4]=[C:5]([CH:19]=[CH:20][CH:21]=1)[C:6]([NH:8][C:9]1[CH:10]=[CH:11][C:12]([Cl:18])=[C:13]([CH:17]=1)[C:14]([OH:16])=O)=[O:7].ClC1N=C(OC)N=C(OC)N=1.CN1CCOCC1.[C:42]([O:46][C:47]([N:49]1[CH2:54][CH2:53][CH:52]([S:55]([C:58]2[CH:63]=[CH:62][C:61]([NH:64][C:65]3[N:70]=[CH:69][C:68]([NH2:71])=[CH:67][N:66]=3)=[CH:60][CH:59]=2)(=[O:57])=[O:56])[CH2:51][CH2:50]1)=[O:48])([CH3:45])([CH3:44])[CH3:43]. The catalyst is C(Cl)Cl. The product is [C:42]([O:46][C:47]([N:49]1[CH2:50][CH2:51][CH:52]([S:55]([C:58]2[CH:59]=[CH:60][C:61]([NH:64][C:65]3[N:70]=[CH:69][C:68]([NH:71][C:14](=[O:16])[C:13]4[CH:17]=[C:9]([NH:8][C:6](=[O:7])[C:5]5[CH:19]=[CH:20][CH:21]=[C:3]([C:2]([F:23])([F:22])[F:1])[CH:4]=5)[CH:10]=[CH:11][C:12]=4[Cl:18])=[CH:67][N:66]=3)=[CH:62][CH:63]=2)(=[O:56])=[O:57])[CH2:53][CH2:54]1)=[O:48])([CH3:45])([CH3:43])[CH3:44]. The yield is 0.260. (7) The reactants are [F:1][C:2]1[CH:7]=[CH:6][C:5]([C@@H:8]([OH:43])[CH2:9][CH2:10][C@@H:11]2[C@@H:14]([C:15]3[CH:20]=[CH:19][C:18]([C:21]4[CH:26]=[CH:25][CH:24]=[C:23]([B:27]5[O:31]C(C)(C)C(C)(C)[O:28]5)[CH:22]=4)=[CH:17][CH:16]=3)[N:13]([C:36]3[CH:41]=[CH:40][CH:39]=[CH:38][CH:37]=3)[C:12]2=[O:42])=[CH:4][CH:3]=1.O.C(=O)([O-])[O-].[Na+].[Na+].Cl. The catalyst is C(O)C. The product is [F:1][C:2]1[CH:7]=[CH:6][C:5]([C@@H:8]([OH:43])[CH2:9][CH2:10][C@H:11]2[C:12](=[O:42])[N:13]([C:36]3[CH:37]=[CH:38][CH:39]=[CH:40][CH:41]=3)[C@@H:14]2[C:15]2[CH:20]=[CH:19][C:18]([C:21]3[CH:26]=[CH:25][CH:24]=[C:23]([B:27]([OH:28])[OH:31])[CH:22]=3)=[CH:17][CH:16]=2)=[CH:4][CH:3]=1. The yield is 0.700.